Task: Predict the reactants needed to synthesize the given product.. Dataset: Full USPTO retrosynthesis dataset with 1.9M reactions from patents (1976-2016) (1) The reactants are: [Cl:1][C:2]1[CH:3]=[C:4]2[C:9](=[CH:10][CH:11]=1)[CH:8]=[C:7]([S:12]([N:15]([CH3:39])[C@H:16]1[CH2:20][CH2:19][N:18]([C:21]3[CH:22]=[C:23]4[C:27](=[CH:28][CH:29]=3)[CH:26]([N:30](C)[C:31](=O)C(F)(F)F)[CH2:25][CH2:24]4)[C:17]1=[O:38])(=[O:14])=[O:13])[CH:6]=[CH:5]2.C(=O)([O-])[O-].[K+].[K+]. Given the product [NH3:15].[Cl:1][C:2]1[CH:3]=[C:4]2[C:9](=[CH:10][CH:11]=1)[CH:8]=[C:7]([S:12]([N:15]([CH3:39])[C@H:16]1[CH2:20][CH2:19][N:18]([C:21]3[CH:22]=[C:23]4[C:27](=[CH:28][CH:29]=3)[CH:26]([NH:30][CH3:31])[CH2:25][CH2:24]4)[C:17]1=[O:38])(=[O:13])=[O:14])[CH:6]=[CH:5]2, predict the reactants needed to synthesize it. (2) Given the product [Br:19][C:20]1[N:21]=[CH:22][C:23]([CH2:26][C@H:7]2[C:6]([O:9][CH3:10])=[N:5][C@H:4]([CH:11]([CH3:13])[CH3:12])[C:3]([O:2][CH3:1])=[N:8]2)=[CH:24][CH:25]=1, predict the reactants needed to synthesize it. The reactants are: [CH3:1][O:2][C:3]1[C@@H:4]([CH:11]([CH3:13])[CH3:12])[N:5]=[C:6]([O:9][CH3:10])[CH2:7][N:8]=1.[Li]CCCC.[Br:19][C:20]1[CH:25]=[CH:24][C:23]([CH2:26]Br)=[CH:22][N:21]=1. (3) Given the product [NH2:1][C:2]1[CH:15]=[C:14]([C:16]([F:19])([F:17])[F:18])[C:13]([NH2:20])=[CH:12][C:3]=1[C:4]([N:6]([S:8]([CH3:11])(=[O:10])=[O:9])[NH2:7])=[O:5], predict the reactants needed to synthesize it. The reactants are: [NH2:1][C:2]1[CH:15]=[C:14]([C:16]([F:19])([F:18])[F:17])[C:13]([N+:20]([O-])=O)=[CH:12][C:3]=1[C:4]([N:6]([S:8]([CH3:11])(=[O:10])=[O:9])[NH2:7])=[O:5].O.O.[Sn](Cl)Cl.N. (4) Given the product [F:18][C:12]1[CH:13]=[CH:14][CH:15]=[C:16]([F:17])[C:11]=1[C:8]1[CH:9]=[C:10]2[C:5](=[CH:6][CH:7]=1)[N:4]([S:19]([C:22]1[CH:28]=[CH:27][C:25]([CH3:26])=[CH:24][CH:23]=1)(=[O:21])=[O:20])[CH:3]=[C:2]2[B:29]1[O:33][C:32]([CH3:35])([CH3:34])[C:31]([CH3:37])([CH3:36])[O:30]1, predict the reactants needed to synthesize it. The reactants are: Br[C:2]1[C:10]2[C:5](=[CH:6][CH:7]=[C:8]([C:11]3[C:16]([F:17])=[CH:15][CH:14]=[CH:13][C:12]=3[F:18])[CH:9]=2)[N:4]([S:19]([C:22]2[CH:28]=[CH:27][C:25]([CH3:26])=[CH:24][CH:23]=2)(=[O:21])=[O:20])[CH:3]=1.[B:29]1([B:29]2[O:33][C:32]([CH3:35])([CH3:34])[C:31]([CH3:37])([CH3:36])[O:30]2)[O:33][C:32]([CH3:35])([CH3:34])[C:31]([CH3:37])([CH3:36])[O:30]1.C([O-])(=O)C.[K+]. (5) Given the product [CH3:1][C:2]([CH3:37])([CH3:36])[CH2:3][C:4]1[N:9]=[C:8]([CH2:10][O:11][C:12]2[CH:13]=[C:14]([CH2:20][CH2:21][C:22]([OH:24])=[O:23])[CH:15]=[C:16]([O:18][CH3:19])[CH:17]=2)[CH:7]=[CH:6][C:5]=1[C:27]1[CH:32]=[C:31]([O:33][CH3:34])[CH:30]=[CH:29][C:28]=1[F:35], predict the reactants needed to synthesize it. The reactants are: [CH3:1][C:2]([CH3:37])([CH3:36])[CH2:3][C:4]1[N:9]=[C:8]([CH2:10][O:11][C:12]2[CH:13]=[C:14]([CH2:20][CH2:21][C:22]([O:24]CC)=[O:23])[CH:15]=[C:16]([O:18][CH3:19])[CH:17]=2)[CH:7]=[CH:6][C:5]=1[C:27]1[CH:32]=[C:31]([O:33][CH3:34])[CH:30]=[CH:29][C:28]=1[F:35].[OH-].[Na+]. (6) The reactants are: [C:1]1([OH:11])[C:10]2[C:5](=[CH:6][CH:7]=[CH:8][CH:9]=2)[CH:4]=[CH:3][CH:2]=1.[CH3:12][O:13][C:14]1[CH:15]=[CH:16][C:17]([Br:22])=[C:18]([CH:21]=1)[CH2:19]O. Given the product [Br:22][C:17]1[CH:16]=[CH:15][C:14]([O:13][CH3:12])=[CH:21][C:18]=1[CH2:19][O:11][C:1]1[C:10]2[C:5](=[CH:6][CH:7]=[CH:8][CH:9]=2)[CH:4]=[CH:3][CH:2]=1, predict the reactants needed to synthesize it. (7) Given the product [CH2:1]([C:8]1[S:12][C:11]([NH:13][C:14](=[O:27])[C:15]2[CH:20]=[C:19]([OH:21])[C:18]([OH:23])=[C:17]([OH:25])[CH:16]=2)=[N:10][C:9]=1[C:28]1[CH:29]=[CH:30][C:31]([OH:34])=[CH:32][CH:33]=1)[C:2]1[CH:7]=[CH:6][CH:5]=[CH:4][CH:3]=1, predict the reactants needed to synthesize it. The reactants are: [CH2:1]([C:8]1[S:12][C:11]([NH:13][C:14](=[O:27])[C:15]2[CH:20]=[C:19]([O:21]C)[C:18]([O:23]C)=[C:17]([O:25]C)[CH:16]=2)=[N:10][C:9]=1[C:28]1[CH:33]=[CH:32][C:31]([O:34]C)=[CH:30][CH:29]=1)[C:2]1[CH:7]=[CH:6][CH:5]=[CH:4][CH:3]=1.B(Br)(Br)Br.